Dataset: Reaction yield outcomes from USPTO patents with 853,638 reactions. Task: Predict the reaction yield, written as a fraction of the theoretical maximum amount of product (1.0 means a 100% yield; for example, 0.34 means a 34% yield). (1) The reactants are [CH3:1][O:2][C:3]1[CH:32]=[CH:31][C:6]([C:7]([NH:9][C:10]2[C:11]([CH3:30])=[C:12]([CH3:29])[C:13]3[O:17][C:16]([CH3:19])([CH3:18])[CH:15]([C:20]4[CH:25]=[CH:24][C:23]([CH3:26])=[CH:22][CH:21]=4)[C:14]=3[C:27]=2[CH3:28])=O)=[CH:5][CH:4]=1. The product is [CH3:1][O:2][C:3]1[CH:4]=[CH:5][C:6]([CH2:7][NH:9][C:10]2[C:11]([CH3:30])=[C:12]([CH3:29])[C:13]3[O:17][C:16]([CH3:19])([CH3:18])[CH:15]([C:20]4[CH:21]=[CH:22][C:23]([CH3:26])=[CH:24][CH:25]=4)[C:14]=3[C:27]=2[CH3:28])=[CH:31][CH:32]=1. The yield is 0.580. The catalyst is C(O)C. (2) The reactants are [C:1]([C:5]1[CH:12]=[CH:11][C:10]([N+:13]([O-])=O)=[CH:9][C:6]=1[C:7]#[N:8])([CH3:4])([CH3:3])[CH3:2].C([O-])=O.[NH4+]. The catalyst is CCO.[Pd]. The product is [C:1]([C:5]1[CH:12]=[CH:11][C:10]([NH2:13])=[CH:9][C:6]=1[C:7]#[N:8])([CH3:4])([CH3:2])[CH3:3]. The yield is 0.910. (3) The reactants are [CH2:1]([O:8][C:9]1[CH:14]=[C:13]([N+:15]([O-])=O)[CH:12]=[CH:11][C:10]=1[NH:18][C:19](=[O:21])[CH3:20])[C:2]1[CH:7]=[CH:6][CH:5]=[CH:4][CH:3]=1.NN. The catalyst is CCOC(C)=O.CCO.[Ni]. The product is [NH2:15][C:13]1[CH:12]=[CH:11][C:10]([NH:18][C:19](=[O:21])[CH3:20])=[C:9]([O:8][CH2:1][C:2]2[CH:7]=[CH:6][CH:5]=[CH:4][CH:3]=2)[CH:14]=1. The yield is 0.853. (4) The reactants are [CH:1]1([N:5]2[CH2:10][CH2:9][N:8]([C:11]([C:13]3[CH:14]=[C:15]4[C:19](=[CH:20][CH:21]=3)[NH:18][C:17]([C:22]([N:24]3[CH2:29][CH2:28][C:27]([F:31])([F:30])[CH2:26][CH2:25]3)=[O:23])=[CH:16]4)=[O:12])[CH2:7][CH2:6]2)[CH2:4][CH2:3][CH2:2]1.[F:32][C:33]([F:44])([F:43])[C:34]1[CH:35]=[C:36](B(O)O)[CH:37]=[CH:38][CH:39]=1.N1C=CC=CC=1. The catalyst is ClCCl.C([O-])(=O)C.[Cu+2].C([O-])(=O)C. The product is [CH:1]1([N:5]2[CH2:6][CH2:7][N:8]([C:11]([C:13]3[CH:14]=[C:15]4[C:19](=[CH:20][CH:21]=3)[N:18]([C:37]3[CH:36]=[CH:35][C:34]([C:33]([F:44])([F:43])[F:32])=[CH:39][CH:38]=3)[C:17]([C:22]([N:24]3[CH2:25][CH2:26][C:27]([F:30])([F:31])[CH2:28][CH2:29]3)=[O:23])=[CH:16]4)=[O:12])[CH2:9][CH2:10]2)[CH2:2][CH2:3][CH2:4]1. The yield is 0.490. (5) The yield is 0.790. The reactants are [C:1]([S:5][C:6]1[CH:7]=[N:8][CH:9]=C([CH:13]=1)C#N)([CH3:4])([CH3:3])[CH3:2].[OH-:14].[Na+].[CH2:16]([OH:18])[CH3:17]. The catalyst is O. The product is [C:1]([S:5][C:6]1[CH:7]=[N:8][CH:9]=[C:17]([CH:13]=1)[C:16]([OH:14])=[O:18])([CH3:4])([CH3:3])[CH3:2]. (6) The reactants are [CH2:1]([S:10][CH2:11][C:12]([O:14]C)=[O:13])[CH2:2][CH2:3][S:4][CH2:5][C:6]([O:8]C)=[O:7]. The catalyst is Cl. The product is [CH2:3]([S:4][CH2:5][C:6]([OH:8])=[O:7])[CH2:2][CH2:1][S:10][CH2:11][C:12]([OH:14])=[O:13]. The yield is 0.724.